The task is: Predict the product of the given reaction.. This data is from Forward reaction prediction with 1.9M reactions from USPTO patents (1976-2016). (1) Given the reactants [Br:1][C:2]1[CH:3]=[CH:4][C:5]2[N:6]([C:8]([C:12](=[S:14])[NH2:13])=[C:9]([CH3:11])[N:10]=2)[CH:7]=1.Cl[CH:16]([C:22](=O)[C:23]1[CH:28]=[CH:27][CH:26]=[CH:25][CH:24]=1)[C:17]([O:19][CH2:20][CH3:21])=[O:18], predict the reaction product. The product is: [Br:1][C:2]1[CH:3]=[CH:4][C:5]2[N:6]([C:8]([C:12]3[S:14][C:16]([C:17]([O:19][CH2:20][CH3:21])=[O:18])=[C:22]([C:23]4[CH:28]=[CH:27][CH:26]=[CH:25][CH:24]=4)[N:13]=3)=[C:9]([CH3:11])[N:10]=2)[CH:7]=1. (2) Given the reactants [CH:1]([NH:4][C:5]1[C:14]2[C:9](=[C:10]([NH2:15])[CH:11]=[CH:12][CH:13]=2)[N:8]=[C:7]([CH3:16])[N:6]=1)([CH3:3])[CH3:2].[Cl:17][C:18]1[C:23]([C:24](O)=[O:25])=[C:22]([F:27])[C:21]([CH2:28][NH:29][C:30](=[O:35])[C:31]([CH3:34])([CH3:33])[CH3:32])=[CH:20][CH:19]=1.C(Cl)(=O)C(Cl)=O.CCN(C(C)C)C(C)C, predict the reaction product. The product is: [Cl:17][C:18]1[C:23]([C:24]([NH:15][C:10]2[CH:11]=[CH:12][CH:13]=[C:14]3[C:9]=2[N:8]=[C:7]([CH3:16])[N:6]=[C:5]3[NH:4][CH:1]([CH3:3])[CH3:2])=[O:25])=[C:22]([F:27])[C:21]([CH2:28][NH:29][C:30](=[O:35])[C:31]([CH3:33])([CH3:32])[CH3:34])=[CH:20][CH:19]=1. (3) Given the reactants [H-].[Na+].[CH2:3]1[O:15][C:14]2[CH:13]=[C:12]3[C:7]([C:8](=[O:28])[CH:9]([C:16]([C:18]4[CH:27]=[CH:26][C:25]5[C:20](=[CH:21][CH:22]=[CH:23][CH:24]=5)[CH:19]=4)=[O:17])[CH:10]=[N:11]3)=[CH:6][C:5]=2[O:4]1.Cl[CH2:30][C:31]([NH:33][C:34]1[CH:39]=[CH:38][C:37]([Cl:40])=[CH:36][CH:35]=1)=[O:32], predict the reaction product. The product is: [Cl:40][C:37]1[CH:36]=[CH:35][C:34]([NH:33][C:31](=[O:32])[CH2:30][N:11]2[C:12]3[C:7](=[CH:6][C:5]4[O:4][CH2:3][O:15][C:14]=4[CH:13]=3)[C:8](=[O:28])[C:9]([C:16]([C:18]3[CH:27]=[CH:26][C:25]4[C:20](=[CH:21][CH:22]=[CH:23][CH:24]=4)[CH:19]=3)=[O:17])=[CH:10]2)=[CH:39][CH:38]=1. (4) Given the reactants [NH2:1][CH2:2][C:3]1[CH:4]=[C:5]([N:9]2[C:13]([C:14]([NH:16][CH2:17][C:18]3[CH:23]=[CH:22][CH:21]=[CH:20][C:19]=3[O:24][CH3:25])=[O:15])=[CH:12][C:11]([C:26]([F:29])([F:28])[F:27])=[N:10]2)[CH:6]=[CH:7][CH:8]=1.FC1C=CC2NC(=O)N([C:40](=[S:51])[C@H:41]([NH:43][C:44](=[O:50])[O:45][C:46]([CH3:49])([CH3:48])[CH3:47])[CH3:42])C=2C=1, predict the reaction product. The product is: [CH3:25][O:24][C:19]1[CH:20]=[CH:21][CH:22]=[CH:23][C:18]=1[CH2:17][NH:16][C:14]([C:13]1[N:9]([C:5]2[CH:4]=[C:3]([CH:8]=[CH:7][CH:6]=2)[CH2:2][NH:1][C:40](=[S:51])[C@@H:41]([NH:43][C:44](=[O:50])[O:45][C:46]([CH3:48])([CH3:47])[CH3:49])[CH3:42])[N:10]=[C:11]([C:26]([F:28])([F:29])[F:27])[CH:12]=1)=[O:15]. (5) Given the reactants [OH-].[Li+].[CH2:3]([O:10][C:11]1[CH:26]=[CH:25][C:24]([CH:27]=[O:28])=[CH:23][C:12]=1[C:13]([O:15]CC1C=CC=CC=1)=[O:14])[C:4]1[CH:9]=[CH:8][CH:7]=[CH:6][CH:5]=1.Cl, predict the reaction product. The product is: [CH2:3]([O:10][C:11]1[CH:26]=[CH:25][C:24]([CH:27]=[O:28])=[CH:23][C:12]=1[C:13]([OH:15])=[O:14])[C:4]1[CH:5]=[CH:6][CH:7]=[CH:8][CH:9]=1. (6) Given the reactants [NH2:1][C:2]1[CH:7]=[CH:6][C:5]([Br:8])=[CH:4][N:3]=1.[CH3:9][C:10](=O)[CH2:11][CH2:12][C:13](=O)[CH3:14].C1(C)C=CC(S(O)(=O)=O)=CC=1, predict the reaction product. The product is: [Br:8][C:5]1[CH:6]=[CH:7][C:2]([N:1]2[C:13]([CH3:14])=[CH:12][CH:11]=[C:10]2[CH3:9])=[N:3][CH:4]=1.